From a dataset of Reaction yield outcomes from USPTO patents with 853,638 reactions. Predict the reaction yield, written as a fraction of the theoretical maximum amount of product (1.0 means a 100% yield; for example, 0.34 means a 34% yield). (1) The reactants are [C:1]([N:7]1[C@@H:11]([C:12]2[CH:17]=[CH:16][CH:15]=[CH:14][CH:13]=2)[C@@H:10]([C:18]2[CH:23]=[CH:22][CH:21]=[CH:20][CH:19]=2)[O:9][C:8]1=[O:24])(=[O:6])[CH2:2][CH2:3][CH:4]=[CH2:5].[Li+].CC([N-]C(C)C)C.Br[CH2:34][C:35]1[C:40]([F:41])=[CH:39][CH:38]=[CH:37][C:36]=1[Cl:42]. The yield is 0.755. The product is [Cl:42][C:36]1[CH:37]=[CH:38][CH:39]=[C:40]([F:41])[C:35]=1[CH2:34][C@@H:2]([CH2:3][CH:4]=[CH2:5])[C:1]([N:7]1[C@@H:11]([C:12]2[CH:17]=[CH:16][CH:15]=[CH:14][CH:13]=2)[C@@H:10]([C:18]2[CH:23]=[CH:22][CH:21]=[CH:20][CH:19]=2)[O:9][C:8]1=[O:24])=[O:6]. The catalyst is C1COCC1. (2) The reactants are [C:1]([O:4][CH2:5][C:6]1[CH:11]=[CH:10][C:9]([CH2:12][N:13]2[CH:21]=[N:20][C:19]3[C:14]2=[N:15][C:16](I)=[N:17][C:18]=3[NH2:22])=[CH:8][CH:7]=1)(=[O:3])[CH3:2]. The catalyst is CN(C=O)C.C(Br)CCC.[Zn]. The product is [C:1]([O:4][CH2:5][C:6]1[CH:11]=[CH:10][C:9]([CH2:12][N:13]2[CH:21]=[N:20][C:19]3[C:14]2=[N:15][C:16]([CH2:5][CH2:6][CH2:7][CH3:8])=[N:17][C:18]=3[NH2:22])=[CH:8][CH:7]=1)(=[O:3])[CH3:2]. The yield is 0.800. (3) The reactants are [Cl:1][C:2]1[CH:7]=[CH:6][N:5]=[CH:4][C:3]=1[C:8]1[C:12]([C:13]([OH:15])=O)=[C:11]([CH3:16])[O:10][N:9]=1.[CH2:17]([O:24][C:25](=[O:35])[NH:26][CH2:27][CH:28]1[CH2:33][CH2:32][CH2:31][CH:30]([NH2:34])[CH2:29]1)[C:18]1[CH:23]=[CH:22][CH:21]=[CH:20][CH:19]=1.Cl.CN(C)CCCN=C=NCC.ON1C2N=CC=CC=2N=N1.C(N(CC)C(C)C)(C)C. The catalyst is CN(C)C=O. The product is [CH2:17]([O:24][C:25](=[O:35])[NH:26][CH2:27][CH:28]1[CH2:33][CH2:32][CH2:31][CH:30]([NH:34][C:13]([C:12]2[C:8]([C:3]3[CH:4]=[N:5][CH:6]=[CH:7][C:2]=3[Cl:1])=[N:9][O:10][C:11]=2[CH3:16])=[O:15])[CH2:29]1)[C:18]1[CH:19]=[CH:20][CH:21]=[CH:22][CH:23]=1. The yield is 0.660. (4) The reactants are [Cl:1][C:2]1[N:3]=[CH:4][C:5]([C:8](Cl)=[O:9])=[N:6][CH:7]=1.Cl.[CH3:12][NH:13][CH3:14].C(N(CC)CC)C. The catalyst is ClCCl. The product is [Cl:1][C:2]1[N:3]=[CH:4][C:5]([C:8]([N:13]([CH3:14])[CH3:12])=[O:9])=[N:6][CH:7]=1. The yield is 0.850. (5) The reactants are [CH:1]1[C:13]2[CH:12]([CH2:14][O:15][C:16]([NH:18][C@@H:19]([CH2:23][C:24]3[CH:29]=[CH:28][C:27]([C:30]([O:32][C:33]([CH3:36])([CH3:35])[CH3:34])=[O:31])=[CH:26][CH:25]=3)[C:20](O)=[O:21])=[O:17])[C:11]3[C:6](=[CH:7][CH:8]=[CH:9][CH:10]=3)[C:5]=2[CH:4]=[CH:3][CH:2]=1.[Cl-].COC1N=C(OC)N=C([N+]2(C)CCOCC2)N=1.[CH3:55][Si:56]1([CH3:74])[CH2:60][C@@H:59]([C:61]([NH:63][C@H:64]2[C:73]3[C:68](=[CH:69][CH:70]=[CH:71][CH:72]=3)[CH2:67][CH2:66][CH2:65]2)=[O:62])[NH:58][CH2:57]1.C(O)(C(F)(F)F)=O.CCN(C(C)C)C(C)C. The catalyst is CN(C=O)C. The product is [CH:1]1[C:13]2[CH:12]([CH2:14][O:15][C:16]([NH:18][C@H:19]([C:20]([N:58]3[C@H:59]([C:61](=[O:62])[NH:63][C@H:64]4[C:73]5[C:68](=[CH:69][CH:70]=[CH:71][CH:72]=5)[CH2:67][CH2:66][CH2:65]4)[CH2:60][Si:56]([CH3:74])([CH3:55])[CH2:57]3)=[O:21])[CH2:23][C:24]3[CH:25]=[CH:26][C:27]([C:30]([O:32][C:33]([CH3:36])([CH3:35])[CH3:34])=[O:31])=[CH:28][CH:29]=3)=[O:17])[C:11]3[C:6](=[CH:7][CH:8]=[CH:9][CH:10]=3)[C:5]=2[CH:4]=[CH:3][CH:2]=1. The yield is 0.830. (6) The reactants are Cl.[NH2:2][C:3]1[NH:4][C:5](=O)[C:6]2[N:12]=[C:11]([C:13]3[CH:18]=[CH:17][C:16]([O:19][CH3:20])=[C:15]([O:21][CH3:22])[CH:14]=3)[CH:10]=[CH:9][C:7]=2[N:8]=1.C1(C)C=CC(S(O)(=O)=O)=CC=1.S([O-])([O-])(=O)=O.[NH4+].[NH4+].[NH:42]1[CH2:47][CH2:46][O:45][CH2:44][CH2:43]1. The catalyst is C1(C)C=CC=CC=1. The product is [NH2:2][C:3]1[N:4]=[C:5]([N:42]2[CH2:47][CH2:46][O:45][CH2:44][CH2:43]2)[C:6]2[N:12]=[C:11]([C:13]3[CH:18]=[CH:17][C:16]([O:19][CH3:20])=[C:15]([O:21][CH3:22])[CH:14]=3)[CH:10]=[CH:9][C:7]=2[N:8]=1. The yield is 0.320. (7) The reactants are [NH2:1][C@@H:2]([CH2:33][C:34]1[CH:39]=[CH:38][CH:37]=[CH:36][CH:35]=1)[C@@H:3]([OH:32])[CH2:4][C@@H:5]([NH:19][C:20]([C@@H:22](NC(=O)OC)[C:23]([CH3:26])([CH3:25])[CH3:24])=[O:21])[CH2:6][C:7]1[CH:12]=[CH:11][C:10]([C:13]2[CH:18]=[CH:17][CH:16]=[CH:15][N:14]=2)=[CH:9][CH:8]=1.[CH3:40][O:41][C:42]([NH:44][C@@H:45]([C:49]([CH3:53])([S:51][CH3:52])[CH3:50])[C:46]([OH:48])=O)=[O:43].CCOP([O:62][N:63]1N=NC2C=CC=CC=2C1=O)(OCC)=O.C(N([CH2:81][CH3:82])C(C)C)(C)C.C1C[O:86]CC1. No catalyst specified. The product is [CH3:40][O:41][C:42](=[O:43])[NH:44][C@@H:45]([C:49]([CH3:53])([S:51][CH3:52])[CH3:50])[C:46](=[O:48])[NH:1][C@@H:2]([CH2:33][C:34]1[CH:39]=[CH:38][CH:37]=[CH:36][CH:35]=1)[C@@H:3]([OH:32])[CH2:4][C@H:5]([CH2:6][C:7]1[CH:8]=[CH:9][C:10]([C:13]2[CH:18]=[CH:17][CH:16]=[CH:15][N:14]=2)=[CH:11][CH:12]=1)[NH:19][C:20](=[O:21])[C@H:22]([C:23]([CH3:24])([CH3:25])[CH3:26])[CH2:82][C:81](=[O:86])[O:62][NH2:63]. The yield is 0.380.